This data is from Catalyst prediction with 721,799 reactions and 888 catalyst types from USPTO. The task is: Predict which catalyst facilitates the given reaction. Reactant: FC(F)(F)C(O)=O.[BH4-].[Na+].[F:10][C:11]1[CH:16]=[CH:15][C:14]([C:17]2[O:18][CH:19]=[C:20]([CH:22]([OH:25])[C:23]#[N:24])[N:21]=2)=[CH:13][CH:12]=1. Product: [NH2:24][CH2:23][CH:22]([C:20]1[N:21]=[C:17]([C:14]2[CH:15]=[CH:16][C:11]([F:10])=[CH:12][CH:13]=2)[O:18][CH:19]=1)[OH:25]. The catalyst class is: 1.